From a dataset of Reaction yield outcomes from USPTO patents with 853,638 reactions. Predict the reaction yield, written as a fraction of the theoretical maximum amount of product (1.0 means a 100% yield; for example, 0.34 means a 34% yield). (1) The product is [S:20]1[CH:24]=[CH:23][C:22]([C:2]2[CH:3]=[CH:4][C:5]3[N:6]([N:8]=[C:9]([NH:11][C:12](=[O:19])[C:13]4[CH:18]=[CH:17][CH:16]=[N:15][CH:14]=4)[N:10]=3)[CH:7]=2)=[CH:21]1. The reactants are Br[C:2]1[CH:3]=[CH:4][C:5]2[N:6]([N:8]=[C:9]([NH:11][C:12](=[O:19])[C:13]3[CH:18]=[CH:17][CH:16]=[N:15][CH:14]=3)[N:10]=2)[CH:7]=1.[S:20]1[CH:24]=[CH:23][C:22](B(O)O)=[CH:21]1. No catalyst specified. The yield is 0.230. (2) The reactants are [H-].[Na+].[OH:3][CH:4]1[CH2:7][CH:6]([C:8]([O:10][CH3:11])=[O:9])[CH2:5]1.[CH:12](NC(C)C)(C)[CH3:13].[Li]CCCC.[Li+].CC([N-]C(C)C)C.C(I)C. The catalyst is C1COCC1. The product is [CH2:12]([C:6]1([C:8]([O:10][CH3:11])=[O:9])[CH2:7][CH:4]([OH:3])[CH2:5]1)[CH3:13]. The yield is 0.510. (3) The reactants are CS(Cl)(=O)=O.[N:6]1([CH2:11][CH2:12][NH:13][C:14]2[N:19]=[C:18]([C:20]3[S:24][C:23]4[C:25]([C:29]5[CH:34]=[C:33]([F:35])[N:32]=[CH:31][C:30]=5[CH:36](O)[CH3:37])=[CH:26][CH:27]=[CH:28][C:22]=4[CH:21]=3)[C:17]([F:39])=[CH:16][N:15]=2)[CH:10]=[CH:9][N:8]=[N:7]1.C(N(CC)CC)C.[CH:47]1([NH2:50])[CH2:49][CH2:48]1. The catalyst is C(Cl)Cl. The product is [N:6]1([CH2:11][CH2:12][NH:13][C:14]2[N:19]=[C:18]([C:20]3[S:24][C:23]4[C:25]([C:29]5[C:30]([CH:36]([NH:50][CH:47]6[CH2:49][CH2:48]6)[CH3:37])=[CH:31][N:32]=[C:33]([F:35])[CH:34]=5)=[CH:26][CH:27]=[CH:28][C:22]=4[CH:21]=3)[C:17]([F:39])=[CH:16][N:15]=2)[CH:10]=[CH:9][N:8]=[N:7]1. The yield is 0.170. (4) The reactants are [CH3:1][O:2][C:3]1[CH:8]=[CH:7][CH:6]=[CH:5][C:4]=1[C:9]1[CH:17]=[C:16]2[C:12]([CH2:13][C:14](=[O:18])[NH:15]2)=[CH:11][CH:10]=1.[CH3:19][N:20]([CH3:40])[CH2:21][CH2:22][NH:23][C:24]([C:26]1[C:30]([C:31]2[CH:36]=[CH:35][CH:34]=[CH:33][CH:32]=2)=[C:29]([CH:37]=O)[NH:28][C:27]=1[CH3:39])=[O:25]. No catalyst specified. The product is [CH3:19][N:20]([CH3:40])[CH2:21][CH2:22][NH:23][C:24]([C:26]1[C:30]([C:31]2[CH:36]=[CH:35][CH:34]=[CH:33][CH:32]=2)=[C:29]([CH:37]=[C:13]2[C:12]3[C:16](=[CH:17][C:9]([C:4]4[CH:5]=[CH:6][CH:7]=[CH:8][C:3]=4[O:2][CH3:1])=[CH:10][CH:11]=3)[NH:15][C:14]2=[O:18])[NH:28][C:27]=1[CH3:39])=[O:25]. The yield is 0.440. (5) The reactants are [CH:1]1([C:7]2[N:12]([C:13]3[CH:18]=[CH:17][CH:16]=[CH:15][C:14]=3[F:19])[C:11](=[O:20])[CH:10]=[C:9]([OH:21])[N:8]=2)[CH2:6][CH2:5][CH2:4][CH2:3][CH2:2]1.[Cl-].C[Al+]C.CCCCCC.FC1C=CC=C[C:34]=1[NH2:35].C1(C#N)CCCCC1.C(OCC)(=O)[CH2:49][C:50]([O:52]CC)=[O:51].C[O-:60].[Na+]. The catalyst is C1(C)C=CC=CC=1.O.COCCO. The product is [CH:1]1([C:7]2[N:12]([C:13]3[CH:18]=[CH:17][CH:16]=[CH:15][C:14]=3[F:19])[C:11](=[O:20])[C:10]([C:34]([NH:35][CH2:49][C:50]([OH:52])=[O:51])=[O:60])=[C:9]([OH:21])[N:8]=2)[CH2:2][CH2:3][CH2:4][CH2:5][CH2:6]1. The yield is 0.270. (6) The yield is 0.330. The catalyst is CCO. The product is [Br:11][CH2:12][CH2:13][CH2:14][O:10][C:8]1[CH:7]=[CH:6][C:5]2[S:1][CH:2]=[N:3][C:4]=2[CH:9]=1. The reactants are [S:1]1[C:5]2[CH:6]=[CH:7][C:8]([OH:10])=[CH:9][C:4]=2[N:3]=[CH:2]1.[Br:11][CH2:12][CH2:13][CH2:14]Br.C([O-])([O-])=O.[K+].[K+]. (7) The reactants are [Br:1][C:2]1[N:7]2[CH:8]=[CH:9][N:10]=[C:6]2[C:5](Br)=[N:4][CH:3]=1.[CH:12]([N:15]1[CH2:20][CH2:19][N:18]([C:21]2[CH:26]=[CH:25][C:24]([NH2:27])=[CH:23][CH:22]=2)[CH2:17][CH2:16]1)([CH3:14])[CH3:13].C(N(C(C)C)CC)(C)C. No catalyst specified. The product is [Br:1][C:2]1[N:7]2[CH:8]=[CH:9][N:10]=[C:6]2[C:5]([NH:27][C:24]2[CH:23]=[CH:22][C:21]([N:18]3[CH2:17][CH2:16][N:15]([CH:12]([CH3:14])[CH3:13])[CH2:20][CH2:19]3)=[CH:26][CH:25]=2)=[N:4][CH:3]=1. The yield is 0.430.